Dataset: Reaction yield outcomes from USPTO patents with 853,638 reactions. Task: Predict the reaction yield, written as a fraction of the theoretical maximum amount of product (1.0 means a 100% yield; for example, 0.34 means a 34% yield). (1) The reactants are [F:1][C:2]1[CH:3]=[CH:4][C:5]([N+:11]([O-:13])=[O:12])=[C:6]([CH:10]=1)[C:7]([OH:9])=O.[NH2:14][C:15]1[CH:20]=[CH:19][C:18]([Br:21])=[CH:17][N:16]=1.P(Cl)(Cl)(Cl)=O. The catalyst is N1C=CC=CC=1. The product is [Br:21][C:18]1[CH:19]=[CH:20][C:15]([NH:14][C:7]([C:6]2[CH:10]=[C:2]([F:1])[CH:3]=[CH:4][C:5]=2[N+:11]([O-:13])=[O:12])=[O:9])=[N:16][CH:17]=1. The yield is 0.680. (2) The reactants are [C:1]1([C:7]2[CH:15]=[C:14]3[C:10]([CH2:11][C:12](=[O:16])[NH:13]3)=[CH:9][CH:8]=2)[CH:6]=[CH:5][CH:4]=[CH:3][CH:2]=1.[N:17]1([CH2:22][CH2:23][CH2:24][NH:25][C:26]([C:28]2[C:32]([CH3:33])=[C:31]([CH:34]=O)[NH:30][C:29]=2[CH3:36])=[O:27])[CH:21]=[CH:20][N:19]=[CH:18]1. No catalyst specified. The product is [N:17]1([CH2:22][CH2:23][CH2:24][NH:25][C:26]([C:28]2[C:32]([CH3:33])=[C:31]([CH:34]=[C:11]3[C:10]4[C:14](=[CH:15][C:7]([C:1]5[CH:2]=[CH:3][CH:4]=[CH:5][CH:6]=5)=[CH:8][CH:9]=4)[NH:13][C:12]3=[O:16])[NH:30][C:29]=2[CH3:36])=[O:27])[CH:21]=[CH:20][N:19]=[CH:18]1. The yield is 0.430. (3) The reactants are [CH3:1][N:2]1[CH2:15][CH2:14][C:5]2[NH:6][C:7]3[CH:8]=[CH:9][C:10]([CH3:13])=[CH:11][C:12]=3[C:4]=2[CH2:3]1.[OH-].[K+].Br[CH2:19][CH2:20][C:21]1[CH:26]=[CH:25][C:24]([O:27][CH2:28][CH3:29])=[CH:23][CH:22]=1. The catalyst is CN1CCCC1=O.O. The product is [CH2:28]([O:27][C:24]1[CH:25]=[CH:26][C:21]([CH2:20][CH2:19][N:6]2[C:7]3[CH:8]=[CH:9][C:10]([CH3:13])=[CH:11][C:12]=3[C:4]3[CH2:3][N:2]([CH3:1])[CH2:15][CH2:14][C:5]2=3)=[CH:22][CH:23]=1)[CH3:29]. The yield is 0.100. (4) The yield is 0.870. The product is [Br:1][C:2]1[CH:7]=[CH:6][C:5]([C:8](=[C:22]2[CH2:21][C:20]([CH3:26])([CH3:25])[O:19][C:18]([CH3:27])([CH3:17])[CH2:23]2)[C:10]2[CH:15]=[CH:14][C:13]([OH:16])=[CH:12][CH:11]=2)=[CH:4][CH:3]=1. The reactants are [Br:1][C:2]1[CH:7]=[CH:6][C:5]([C:8]([C:10]2[CH:15]=[CH:14][C:13]([OH:16])=[CH:12][CH:11]=2)=O)=[CH:4][CH:3]=1.[CH3:17][C:18]1([CH3:27])[CH2:23][C:22](=O)[CH2:21][C:20]([CH3:26])([CH3:25])[O:19]1. No catalyst specified. (5) The reactants are [ClH:1].CO[C:4](=O)[CH:5]([NH2:13])[CH2:6][CH2:7][CH2:8][CH2:9][CH2:10][C:11]#[CH:12].[N:15]#[C:16][NH2:17]. No catalyst specified. The product is [ClH:1].[CH2:6]([C:5]1[N:13]=[C:16]([NH2:17])[NH:15][CH:4]=1)[CH2:7][CH2:8][CH2:9][CH2:10][C:11]#[CH:12]. The yield is 0.530. (6) The reactants are [C:1]([C:3]1[CH:8]=[CH:7][C:6]([CH2:9][CH2:10][NH:11]C(=O)OC(C)(C)C)=[CH:5][CH:4]=1)#[N:2].C(O)(C(F)(F)F)=O. The catalyst is C(Cl)Cl. The product is [C:1]([C:3]1[CH:8]=[CH:7][C:6]([CH2:9][CH2:10][NH2:11])=[CH:5][CH:4]=1)#[N:2]. The yield is 0.950. (7) The reactants are [C:1]([C:5]1[CH:6]=[C:7]([CH:22]([OH:27])[C:23]([F:26])([F:25])[F:24])[C:8]([O:20][CH3:21])=[C:9]([NH:11][C:12](=[O:19])OCC(Cl)(Cl)Cl)[CH:10]=1)([CH3:4])([CH3:3])[CH3:2].[NH2:28][CH:29]1[CH2:37][C:36]2[C:31](=[CH:32][CH:33]=[CH:34][CH:35]=2)[CH2:30]1.C(N(CC)C(C)C)(C)C. The catalyst is C(#N)C. The product is [C:1]([C:5]1[CH:6]=[C:7]([CH:22]([OH:27])[C:23]([F:26])([F:24])[F:25])[C:8]([O:20][CH3:21])=[C:9]([NH:11][C:12]([NH:28][CH:29]2[CH2:37][C:36]3[C:31](=[CH:32][CH:33]=[CH:34][CH:35]=3)[CH2:30]2)=[O:19])[CH:10]=1)([CH3:4])([CH3:2])[CH3:3]. The yield is 0.920.